This data is from Reaction yield outcomes from USPTO patents with 853,638 reactions. The task is: Predict the reaction yield, written as a fraction of the theoretical maximum amount of product (1.0 means a 100% yield; for example, 0.34 means a 34% yield). (1) The reactants are C(O[C:4](=[O:20])[C:5](=[CH:11][NH:12][C:13]1[CH2:18][CH2:17][CH2:16][C:15](=[O:19])[CH:14]=1)[C:6]([O:8][CH2:9][CH3:10])=[O:7])C.C1(OC2C=CC=CC=2)C=CC=CC=1. The catalyst is CCCCCC. The product is [CH2:9]([O:8][C:6]([C:5]1[C:4](=[O:20])[C:14]2[C:15](=[O:19])[CH2:16][CH2:17][CH2:18][C:13]=2[NH:12][CH:11]=1)=[O:7])[CH3:10]. The yield is 0.720. (2) The reactants are [Br:1][C:2]1[CH:3]=[C:4]2[C:9](=[CH:10][C:11]=1[Cl:12])[N:8]=[CH:7][N:6]=[C:5]2Cl.[N:14]1([C:24]([O:26][C:27]([CH3:30])([CH3:29])[CH3:28])=[O:25])[CH2:19][CH2:18][NH:17][CH2:16][CH:15]1[C:20]([O:22][CH3:23])=[O:21].CCN(C(C)C)C(C)C. The catalyst is O1CCOCC1. The product is [Br:1][C:2]1[CH:3]=[C:4]2[C:9](=[CH:10][C:11]=1[Cl:12])[N:8]=[CH:7][N:6]=[C:5]2[N:17]1[CH2:18][CH2:19][N:14]([C:24]([O:26][C:27]([CH3:28])([CH3:29])[CH3:30])=[O:25])[CH:15]([C:20]([O:22][CH3:23])=[O:21])[CH2:16]1. The yield is 0.700. (3) The reactants are [F:1][C:2]1[CH:7]=[CH:6][C:5]([C:8]2[C:9]([CH2:24][CH2:25][CH2:26][CH2:27][C:28]([O:30][C:31]([CH3:34])([CH3:33])[CH3:32])=[O:29])=[N:10][C:11]3[C:16]([N:17]=2)=[CH:15][CH:14]=[C:13]([C:18](=[O:23])N(OC)C)[CH:12]=3)=[CH:4][CH:3]=1.[CH:35]1([Mg]Br)[CH2:37][CH2:36]1. The catalyst is C1COCC1. The product is [CH:35]1([C:18]([C:13]2[CH:12]=[C:11]3[C:16]([N:17]=[C:8]([C:5]4[CH:6]=[CH:7][C:2]([F:1])=[CH:3][CH:4]=4)[C:9]([CH2:24][CH2:25][CH2:26][CH2:27][C:28]([O:30][C:31]([CH3:34])([CH3:33])[CH3:32])=[O:29])=[N:10]3)=[CH:15][CH:14]=2)=[O:23])[CH2:37][CH2:36]1. The yield is 0.800. (4) The reactants are [CH:1]1(Br)[CH2:3][CH2:2]1.[Mg].[CH2:6]([N:8]([CH2:27][CH3:28])[C:9]([C:11]1[CH:26]=[CH:25][C:14]([C:15]([C:17]2[CH:18]=[C:19]([O:23][CH3:24])[CH:20]=[CH:21][CH:22]=2)=[O:16])=[CH:13][CH:12]=1)=[O:10])[CH3:7].[Cl-].[NH4+]. The catalyst is O1CCCC1. The product is [CH:1]1([C:15]([C:14]2[CH:25]=[CH:26][C:11]([C:9](=[O:10])[N:8]([CH2:27][CH3:28])[CH2:6][CH3:7])=[CH:12][CH:13]=2)([C:17]2[CH:22]=[CH:21][CH:20]=[C:19]([O:23][CH3:24])[CH:18]=2)[OH:16])[CH2:3][CH2:2]1. The yield is 0.530.